This data is from Forward reaction prediction with 1.9M reactions from USPTO patents (1976-2016). The task is: Predict the product of the given reaction. Given the reactants C([O:3][C:4](=[O:37])[CH:5]([CH2:8][C:9]1[CH:14]=[CH:13][C:12]([O:15][CH:16]([CH:33]2[CH2:35][CH2:34]2)[C:17]2[S:21][C:20]([C:22]3[CH:27]=[CH:26][C:25]([C:28]([F:31])([F:30])[F:29])=[CH:24][CH:23]=3)=[N:19][C:18]=2[CH3:32])=[CH:11][C:10]=1[CH3:36])[CH2:6][CH3:7])C.[Li+].[OH-], predict the reaction product. The product is: [CH:33]1([CH:16]([C:17]2[S:21][C:20]([C:22]3[CH:27]=[CH:26][C:25]([C:28]([F:31])([F:30])[F:29])=[CH:24][CH:23]=3)=[N:19][C:18]=2[CH3:32])[O:15][C:12]2[CH:13]=[CH:14][C:9]([CH2:8][CH:5]([CH2:6][CH3:7])[C:4]([OH:37])=[O:3])=[C:10]([CH3:36])[CH:11]=2)[CH2:35][CH2:34]1.